From a dataset of Reaction yield outcomes from USPTO patents with 853,638 reactions. Predict the reaction yield, written as a fraction of the theoretical maximum amount of product (1.0 means a 100% yield; for example, 0.34 means a 34% yield). (1) The reactants are [CH2:1]([C:3]([C:21]1[S:25][C:24]([C:26]([OH:28])=O)=[C:23]([CH3:29])[CH:22]=1)([C:6]1[CH:11]=[CH:10][C:9]([O:12][CH2:13][CH:14]([OH:19])[C:15]([CH3:18])([CH3:17])[CH3:16])=[C:8]([CH3:20])[CH:7]=1)[CH2:4][CH3:5])[CH3:2].CCN(CC)CC.[NH2:37][CH2:38][CH2:39][S:40]([CH3:43])(=[O:42])=[O:41].CCN=C=NCCCN(C)C.Cl.C1C=CC2N(O)N=NC=2C=1. The catalyst is C(Cl)Cl. The product is [CH3:43][S:40]([CH2:39][CH2:38][NH:37][C:26]([C:24]1[S:25][C:21]([C:3]([CH2:1][CH3:2])([C:6]2[CH:11]=[CH:10][C:9]([O:12][CH2:13][CH:14]([OH:19])[C:15]([CH3:17])([CH3:16])[CH3:18])=[C:8]([CH3:20])[CH:7]=2)[CH2:4][CH3:5])=[CH:22][C:23]=1[CH3:29])=[O:28])(=[O:42])=[O:41]. The yield is 0.510. (2) The reactants are [NH2:1][CH2:2][CH2:3][NH:4][C:5]1[C:10]([C@H:11]2[CH2:15][CH2:14][CH2:13][N:12]2[C:16]2[CH:21]=[CH:20][N:19]3[N:22]=[CH:23][C:24]([C:25]([OH:27])=O)=[C:18]3[N:17]=2)=[CH:9][C:8]([F:28])=[CH:7][N:6]=1.CN(C(ON1N=NC2C=CC=NC1=2)=[N+](C)C)C.F[P-](F)(F)(F)(F)F.CCN(C(C)C)C(C)C. The catalyst is CN(C=O)C. The product is [F:28][C:8]1[CH:9]=[C:10]2[C:5](=[N:6][CH:7]=1)[NH:4][CH2:3][CH2:2][NH:1][C:25](=[O:27])[C:24]1=[C:18]3[N:17]=[C:16]([CH:21]=[CH:20][N:19]3[N:22]=[CH:23]1)[N:12]1[C@@H:11]2[CH2:15][CH2:14][CH2:13]1. The yield is 0.300. (3) The reactants are [C:1]([O:5][CH:6]([C:11]1[N:16]([CH3:17])[C:15](=[O:18])[C:14]2[NH:19][CH:20]=[CH:21][C:13]=2[C:12]=1[C:22]1[CH:27]=[CH:26][C:25]([CH3:28])=[CH:24][CH:23]=1)[C:7]([O:9][CH3:10])=[O:8])([CH3:4])([CH3:3])[CH3:2].C([O-])([O-])=O.[Cs+].[Cs+].[CH3:35][S:36]([C:39]1[CH:46]=[CH:45][C:42]([CH2:43]Br)=[CH:41][CH:40]=1)(=[O:38])=[O:37]. The catalyst is C(#N)C.O.Cl. The product is [C:1]([O:5][CH:6]([C:11]1[N:16]([CH3:17])[C:15](=[O:18])[C:14]2[N:19]([CH2:43][C:42]3[CH:41]=[CH:40][C:39]([S:36]([CH3:35])(=[O:38])=[O:37])=[CH:46][CH:45]=3)[CH:20]=[CH:21][C:13]=2[C:12]=1[C:22]1[CH:27]=[CH:26][C:25]([CH3:28])=[CH:24][CH:23]=1)[C:7]([O:9][CH3:10])=[O:8])([CH3:4])([CH3:3])[CH3:2]. The yield is 0.900. (4) The reactants are [Br:1][C:2]1[C:7]([O:8][CH3:9])=[CH:6][C:5]([C:10]2[CH:14]=[CH:13][NH:12][N:11]=2)=[CH:4][C:3]=1[O:15][CH3:16].[CH3:17][O:18][CH:19]([C:23]1[CH:28]=[CH:27][C:26]([N:29]2[CH2:34][CH2:33][O:32][CH2:31][CH2:30]2)=[CH:25][CH:24]=1)[C:20](O)=[O:21]. No catalyst specified. The product is [Br:1][C:2]1[C:7]([O:8][CH3:9])=[CH:6][C:5]([C:10]2[CH:14]=[CH:13][N:12]([C:20](=[O:21])[CH:19]([O:18][CH3:17])[C:23]3[CH:24]=[CH:25][C:26]([N:29]4[CH2:30][CH2:31][O:32][CH2:33][CH2:34]4)=[CH:27][CH:28]=3)[N:11]=2)=[CH:4][C:3]=1[O:15][CH3:16]. The yield is 0.220. (5) The reactants are [O-]I(=O)(=O)=O.[Na+].[CH3:7][O:8][C:9]([C:11]1[O:15][N:14]=[C:13]([O:16][CH2:17][C:18]2[C:19]([C:33]3[CH:38]=[CH:37][C:36]([F:39])=[CH:35][CH:34]=3)=[N:20][O:21][C:22]=2[C@@H:23]([OH:32])[C@H](O)C2C=CC=CC=2)[CH:12]=1)=[O:10]. The catalyst is C1COCC1.O. The product is [CH3:7][O:8][C:9]([C:11]1[O:15][N:14]=[C:13]([O:16][CH2:17][C:18]2[C:19]([C:33]3[CH:34]=[CH:35][C:36]([F:39])=[CH:37][CH:38]=3)=[N:20][O:21][C:22]=2[CH:23]=[O:32])[CH:12]=1)=[O:10]. The yield is 1.00.